Dataset: Forward reaction prediction with 1.9M reactions from USPTO patents (1976-2016). Task: Predict the product of the given reaction. The product is: [CH3:37][O:36][C:30]1[CH:29]=[C:28]([CH:33]=[CH:32][C:31]=1[O:34][CH3:35])[O:27][CH2:26][C:25](=[O:38])[CH2:24][NH:23][C:13]([C@@H:9]1[CH2:10][CH2:11][CH2:12][N:8]1[C:6]([O:5][C:1]([CH3:2])([CH3:3])[CH3:4])=[O:7])=[O:15]. Given the reactants [C:1]([O:5][C:6]([N:8]1[CH2:12][CH2:11][CH2:10][C@H:9]1[C:13]([OH:15])=O)=[O:7])([CH3:4])([CH3:3])[CH3:2].ClC(OCC)=O.Cl.[NH2:23][CH2:24][C:25](=[O:38])[CH2:26][O:27][C:28]1[CH:33]=[CH:32][C:31]([O:34][CH3:35])=[C:30]([O:36][CH3:37])[CH:29]=1, predict the reaction product.